Dataset: Peptide-MHC class I binding affinity with 185,985 pairs from IEDB/IMGT. Task: Regression. Given a peptide amino acid sequence and an MHC pseudo amino acid sequence, predict their binding affinity value. This is MHC class I binding data. (1) The peptide sequence is FKRKGGIGGY. The MHC is HLA-B14:02 with pseudo-sequence HLA-B14:02. The binding affinity (normalized) is 0. (2) The MHC is HLA-B15:01 with pseudo-sequence HLA-B15:01. The peptide sequence is FAAFYFVFI. The binding affinity (normalized) is 0.0847. (3) The peptide sequence is KMHRYNDLI. The MHC is H-2-Db with pseudo-sequence H-2-Db. The binding affinity (normalized) is 0.111. (4) The peptide sequence is MTCIAVGGI. The MHC is HLA-A68:02 with pseudo-sequence HLA-A68:02. The binding affinity (normalized) is 0.602. (5) The peptide sequence is HTSVSAKQLR. The MHC is HLA-A11:01 with pseudo-sequence HLA-A11:01. The binding affinity (normalized) is 0.481.